This data is from NCI-60 drug combinations with 297,098 pairs across 59 cell lines. The task is: Regression. Given two drug SMILES strings and cell line genomic features, predict the synergy score measuring deviation from expected non-interaction effect. (1) Drug 1: CN1C(=O)N2C=NC(=C2N=N1)C(=O)N. Drug 2: C1=CC=C(C=C1)NC(=O)CCCCCCC(=O)NO. Cell line: SR. Synergy scores: CSS=71.6, Synergy_ZIP=-0.0953, Synergy_Bliss=-2.13, Synergy_Loewe=-4.76, Synergy_HSA=0.436. (2) Drug 1: CS(=O)(=O)C1=CC(=C(C=C1)C(=O)NC2=CC(=C(C=C2)Cl)C3=CC=CC=N3)Cl. Synergy scores: CSS=5.27, Synergy_ZIP=11.1, Synergy_Bliss=17.0, Synergy_Loewe=15.5, Synergy_HSA=15.5. Cell line: SK-OV-3. Drug 2: CC1C(C(=O)NC(C(=O)N2CCCC2C(=O)N(CC(=O)N(C(C(=O)O1)C(C)C)C)C)C(C)C)NC(=O)C3=C4C(=C(C=C3)C)OC5=C(C(=O)C(=C(C5=N4)C(=O)NC6C(OC(=O)C(N(C(=O)CN(C(=O)C7CCCN7C(=O)C(NC6=O)C(C)C)C)C)C(C)C)C)N)C. (3) Drug 1: C1CCN(CC1)CCOC2=CC=C(C=C2)C(=O)C3=C(SC4=C3C=CC(=C4)O)C5=CC=C(C=C5)O. Drug 2: C1=CC=C(C=C1)NC(=O)CCCCCCC(=O)NO. Cell line: CCRF-CEM. Synergy scores: CSS=24.6, Synergy_ZIP=-5.93, Synergy_Bliss=4.85, Synergy_Loewe=-11.5, Synergy_HSA=1.55.